The task is: Predict which catalyst facilitates the given reaction.. This data is from Catalyst prediction with 721,799 reactions and 888 catalyst types from USPTO. (1) Reactant: [Cl:1][C:2]1[CH:18]=[CH:17][C:5]([C:6]([N:8]([C:10]2[CH:15]=[CH:14][CH:13]=[CH:12][C:11]=2[OH:16])[CH3:9])=[O:7])=[CH:4][C:3]=1B1OC(C)(C)C(C)(C)O1.Br[C:29]1[C:30]([CH3:37])=[CH:31][C:32]([C:35]#[N:36])=[N:33][CH:34]=1.C([O-])([O-])=O.[K+].[K+]. Product: [Cl:1][C:2]1[CH:18]=[CH:17][C:5]([C:6]([N:8]([C:10]2[CH:15]=[CH:14][CH:13]=[CH:12][C:11]=2[OH:16])[CH3:9])=[O:7])=[CH:4][C:3]=1[C:29]1[CH:34]=[N:33][C:32]([C:35]#[N:36])=[CH:31][C:30]=1[CH3:37]. The catalyst class is: 752. (2) Product: [CH3:23][C:2]1([CH3:1])[CH2:7][CH2:6][C:5]([C:8]2[C:9]3[N:10]([N:25]=[C:15]([NH2:17])[N:14]=3)[CH:11]=[CH:12][CH:13]=2)=[CH:4][CH2:3]1. Reactant: [CH3:1][C:2]1([CH3:23])[CH2:7][CH2:6][C:5]([C:8]2[C:9]([NH:14][C:15]([NH:17]C(OCC)=O)=S)=[N:10][CH:11]=[CH:12][CH:13]=2)=[CH:4][CH2:3]1.Cl.[NH2:25]O.CO. The catalyst class is: 8. (3) Reactant: CN(C)C=O.[CH2:6]([O:13][C:14]1[CH:15]=[CH:16][C:17]([OH:22])=[C:18]([CH:21]=1)[CH:19]=O)[C:7]1[CH:12]=[CH:11][CH:10]=[CH:9][CH:8]=1.[C:23]([O:26][CH2:27][CH2:28]Br)(=[O:25])[CH3:24].C(=O)([O-])[O-].[K+].[K+]. Product: [CH2:27]([O:26][C:23]([C:24]1[O:22][C:17]2[CH:16]=[CH:15][C:14]([O:13][CH2:6][C:7]3[CH:12]=[CH:11][CH:10]=[CH:9][CH:8]=3)=[CH:21][C:18]=2[CH:19]=1)=[O:25])[CH3:28]. The catalyst class is: 6. (4) Reactant: [Br:1][C:2]1[CH:3]=[N:4][N:5]([CH2:7][C:8]2[CH:9]=[C:10]([CH2:14][NH2:15])[CH:11]=[CH:12][CH:13]=2)[CH:6]=1.C([O-])(O)=O.[Na+].[C:21](O[C:21]([O:23][C:24]([CH3:27])([CH3:26])[CH3:25])=[O:22])([O:23][C:24]([CH3:27])([CH3:26])[CH3:25])=[O:22]. Product: [Br:1][C:2]1[CH:3]=[N:4][N:5]([CH2:7][C:8]2[CH:9]=[C:10]([CH:11]=[CH:12][CH:13]=2)[CH2:14][NH:15][C:21](=[O:22])[O:23][C:24]([CH3:27])([CH3:26])[CH3:25])[CH:6]=1. The catalyst class is: 1. (5) Reactant: Br[CH2:2][C:3]([NH:5][C:6]1[CH:11]=[CH:10][C:9]([C:12]2([C:17]3[CH:22]=[CH:21][C:20]([Cl:23])=[CH:19][CH:18]=3)[O:16][CH2:15][CH2:14][O:13]2)=[CH:8][C:7]=1[C:24](=[O:31])[C:25]1[CH:30]=[CH:29][CH:28]=[CH:27][CH:26]=1)=[O:4].[N-:32]=[N+:33]=[N-:34].[Na+]. Product: [N:32]([CH2:2][C:3]([NH:5][C:6]1[CH:11]=[CH:10][C:9]([C:12]2([C:17]3[CH:22]=[CH:21][C:20]([Cl:23])=[CH:19][CH:18]=3)[O:16][CH2:15][CH2:14][O:13]2)=[CH:8][C:7]=1[C:24](=[O:31])[C:25]1[CH:30]=[CH:29][CH:28]=[CH:27][CH:26]=1)=[O:4])=[N+:33]=[N-:34]. The catalyst class is: 5. (6) Reactant: [Cl:1][C:2]1[CH:7]=[C:6]([Cl:8])[CH:5]=[C:4]([CH3:9])[C:3]=1[OH:10].C(=O)([O-])[O-].[Cs+].[Cs+].[Cl:17][C:18]1[CH:19]=[C:20]([CH:28]=[CH:29][C:30]=1[C:31]1[CH:32]=[N:33][C:34](F)=[C:35]([Cl:37])[CH:36]=1)[C:21]([NH:23][S:24]([CH3:27])(=[O:26])=[O:25])=[O:22]. Product: [Cl:17][C:18]1[CH:19]=[C:20]([CH:28]=[CH:29][C:30]=1[C:31]1[CH:32]=[N:33][C:34]([O:10][C:3]2[C:4]([CH3:9])=[CH:5][C:6]([Cl:8])=[CH:7][C:2]=2[Cl:1])=[C:35]([Cl:37])[CH:36]=1)[C:21]([NH:23][S:24]([CH3:27])(=[O:26])=[O:25])=[O:22]. The catalyst class is: 16. (7) Reactant: [CH3:1][C:2]1[CH:7]=[CH:6][CH:5]=[CH:4][C:3]=1[CH:8]([C:10]1[CH:15]=[CH:14][CH:13]=[CH:12][C:11]=1[CH3:16])O.[BrH:17]. Product: [Br:17][CH:8]([C:10]1[CH:15]=[CH:14][CH:13]=[CH:12][C:11]=1[CH3:16])[C:3]1[CH:4]=[CH:5][CH:6]=[CH:7][C:2]=1[CH3:1]. The catalyst class is: 15.